Dataset: Forward reaction prediction with 1.9M reactions from USPTO patents (1976-2016). Task: Predict the product of the given reaction. (1) Given the reactants O1[C:5]2([CH2:10][CH2:9][CH:8]([O:11][CH2:12][C:13]([CH3:16])([OH:15])[CH3:14])[CH2:7][CH2:6]2)[O:4]CC1.Cl.CC(C)=O, predict the reaction product. The product is: [OH:15][C:13]([CH3:16])([CH3:14])[CH2:12][O:11][CH:8]1[CH2:9][CH2:10][C:5](=[O:4])[CH2:6][CH2:7]1. (2) Given the reactants [F:1][C:2]1[CH:7]=[C:6]([F:8])[CH:5]=[CH:4][C:3]=1[N:9]=[C:10]=[O:11].[NH2:12][C:13]1[CH:18]=[CH:17][C:16]([C:19]2[CH:23]=[C:22]([C:24]([NH:26][CH:27]([CH2:32][C:33]3[CH:38]=[CH:37][CH:36]=[CH:35][CH:34]=3)[C:28]([O:30][CH3:31])=[O:29])=[O:25])[O:21][N:20]=2)=[CH:15][CH:14]=1, predict the reaction product. The product is: [F:1][C:2]1[CH:7]=[C:6]([F:8])[CH:5]=[CH:4][C:3]=1[NH:9][C:10](=[O:11])[NH:12][C:13]1[CH:18]=[CH:17][C:16]([C:19]2[CH:23]=[C:22]([C:24]([NH:26][CH:27]([CH2:32][C:33]3[CH:34]=[CH:35][CH:36]=[CH:37][CH:38]=3)[C:28]([O:30][CH3:31])=[O:29])=[O:25])[O:21][N:20]=2)=[CH:15][CH:14]=1.